The task is: Predict the reactants needed to synthesize the given product.. This data is from Full USPTO retrosynthesis dataset with 1.9M reactions from patents (1976-2016). Given the product [Si:7]([O:14][CH2:15][C:16]1[CH:25]=[CH:24][C:19]([CH2:20][OH:21])=[C:18]([CH2:26][OH:27])[CH:17]=1)([C:10]([CH3:13])([CH3:12])[CH3:11])([CH3:9])[CH3:8], predict the reactants needed to synthesize it. The reactants are: [H-].[Al+3].[Li+].[H-].[H-].[H-].[Si:7]([O:14][CH2:15][C:16]1[CH:17]=[C:18]([C:26](OC)=[O:27])[C:19](=[CH:24][CH:25]=1)[C:20](OC)=[O:21])([C:10]([CH3:13])([CH3:12])[CH3:11])([CH3:9])[CH3:8].O.[OH-].[Na+].